From a dataset of Full USPTO retrosynthesis dataset with 1.9M reactions from patents (1976-2016). Predict the reactants needed to synthesize the given product. (1) Given the product [Br:1][C:2]1[N:3]([CH:21]2[CH2:24][O:23][CH2:22]2)[C:4]([CH:12]([C:14]2[CH:19]=[CH:18][C:17]([Cl:20])=[CH:16][CH:15]=2)[NH:36][C:32]2[CH:33]=[C:34]([CH3:35])[C:29]3[N:28]=[N:27][N:26]([CH3:25])[C:30]=3[CH:31]=2)=[C:5]([C:7]([O:9][CH2:10][CH3:11])=[O:8])[N:6]=1, predict the reactants needed to synthesize it. The reactants are: [Br:1][C:2]1[N:3]([CH:21]2[CH2:24][O:23][CH2:22]2)[C:4]([CH:12]([C:14]2[CH:19]=[CH:18][C:17]([Cl:20])=[CH:16][CH:15]=2)O)=[C:5]([C:7]([O:9][CH2:10][CH3:11])=[O:8])[N:6]=1.[CH3:25][N:26]1[C:30]2[CH:31]=[C:32]([NH2:36])[CH:33]=[C:34]([CH3:35])[C:29]=2[N:28]=[N:27]1. (2) Given the product [OH:1][C:2]1[CH:3]=[C:4]([CH:18]=[CH:19][C:20]#[N:22])[C:5]2[O:9][C:8]([C:10]3[CH:11]=[CH:12][C:13]([OH:16])=[CH:14][CH:15]=3)=[CH:7][C:6]=2[CH:17]=1, predict the reactants needed to synthesize it. The reactants are: [OH:1][C:2]1[CH:3]=[C:4]([CH:18]=[CH:19][C:20]([NH2:22])=O)[C:5]2[O:9][C:8]([C:10]3[CH:15]=[CH:14][C:13]([OH:16])=[CH:12][CH:11]=3)=[CH:7][C:6]=2[CH:17]=1. (3) Given the product [Cl:1][C:2]1[CH:3]=[C:4]([N+:17]([O-:19])=[O:18])[C:5]([CH3:11])=[C:6]([CH:10]=1)[C:7]([OH:9])=[O:8], predict the reactants needed to synthesize it. The reactants are: [Cl:1][C:2]1[CH:3]=[CH:4][C:5]([CH3:11])=[C:6]([CH:10]=1)[C:7]([OH:9])=[O:8].OS(O)(=O)=O.[N+:17]([O-])([OH:19])=[O:18]. (4) Given the product [Br:1][C:2]1[CH:7]=[CH:6][C:5]([O:8][CH2:9][CH3:10])=[CH:4][C:3]=1[CH2:11][C:12]([N:29]([O:30][CH3:31])[CH3:28])=[O:14], predict the reactants needed to synthesize it. The reactants are: [Br:1][C:2]1[CH:7]=[CH:6][C:5]([O:8][CH2:9][CH3:10])=[CH:4][C:3]=1[CH2:11][C:12]([OH:14])=O.C1N=CN(C(N2C=NC=C2)=O)C=1.Cl.[CH3:28][NH:29][O:30][CH3:31].CCN(CC)CC. (5) Given the product [ClH:22].[ClH:22].[C:1]12([NH:6][NH2:7])[CH2:5][CH:3]([CH2:4]1)[CH2:2]2, predict the reactants needed to synthesize it. The reactants are: [C:1]12([N:6](C(OC(C)(C)C)=O)[NH:7]C(OC(C)(C)C)=O)[CH2:5][CH:3]([CH2:4]1)[CH2:2]2.[ClH:22]. (6) Given the product [Cl:1][C:2]1[CH:3]=[C:4]2[C:8](=[CH:9][CH:10]=1)[NH:7][C:6]([C:11]([NH:13][NH:14][C:44]([CH:35]1[O:34][C:39]3[CH:40]=[CH:41][CH:42]=[CH:43][C:38]=3[O:37][CH2:36]1)=[O:45])=[O:12])=[CH:5]2, predict the reactants needed to synthesize it. The reactants are: [Cl:1][C:2]1[CH:3]=[C:4]2[C:8](=[CH:9][CH:10]=1)[NH:7][C:6]([C:11]([NH:13][NH2:14])=[O:12])=[CH:5]2.C1C=CC2N(O)N=NC=2C=1.CCN(C(C)C)C(C)C.[O:34]1[C:39]2[CH:40]=[CH:41][CH:42]=[CH:43][C:38]=2[O:37][CH2:36][CH:35]1[C:44](O)=[O:45].CCN=C=NCCCN(C)C. (7) Given the product [N:36]1([CH2:28][CH2:27][S:26][C:18]2[CH:17]=[C:16]([CH:21]=[C:20]([C:22]([F:23])([F:25])[F:24])[CH:19]=2)[C:15]([N:14]([C:9]2[CH:10]=[N:11][CH:12]=[CH:13][C:8]=2[C:5]2[CH:6]=[CH:7][C:2]([F:1])=[CH:3][C:4]=2[O:32][CH3:33])[CH3:31])=[O:30])[CH2:37][CH2:40][CH2:39]1, predict the reactants needed to synthesize it. The reactants are: [F:1][C:2]1[CH:7]=[CH:6][C:5]([C:8]2[CH:13]=[CH:12][N:11]=[CH:10][C:9]=2[N:14]([CH3:31])[C:15](=[O:30])[C:16]2[CH:21]=[C:20]([C:22]([F:25])([F:24])[F:23])[CH:19]=[C:18]([S:26][CH2:27][CH2:28]O)[CH:17]=2)=[C:4]([O:32][CH3:33])[CH:3]=1.C([N:36]([CH2:39][CH3:40])[CH2:37]C)C.CS(Cl)(=O)=O.C([O-])(O)=O.[Na+].N1CCC1.[NH4+].[Cl-]. (8) Given the product [CH:31]1[C:26]([CH2:25][C:19]2[CH:20]=[CH:21][C:22]([N:13]=[C:14]=[O:15])=[CH:23][CH:24]=2)=[CH:27][CH:28]=[C:29]([N:1]=[C:2]=[O:4])[CH:30]=1, predict the reactants needed to synthesize it. The reactants are: [NH2:1][C:2]([O:4]CC)=O.C(O)CCCO.[N-:13]=[C:14]=[O:15].[N-]=C=O.[C:19]1([CH2:25][C:26]2[CH:31]=[CH:30][CH:29]=[CH:28][CH:27]=2)[CH:24]=[CH:23][CH:22]=[CH:21][CH:20]=1.